This data is from Full USPTO retrosynthesis dataset with 1.9M reactions from patents (1976-2016). The task is: Predict the reactants needed to synthesize the given product. (1) Given the product [CH3:17][O:18][C:19]1[CH:26]=[CH:25][C:22]([CH2:23][N:5]2[C:6]3[C:11](=[CH:10][CH:9]=[CH:8][CH:7]=3)[C:2](=[O:1])[C:3]([C:12]([O:14][CH2:15][CH3:16])=[O:13])=[CH:4]2)=[CH:21][CH:20]=1, predict the reactants needed to synthesize it. The reactants are: [O:1]=[C:2]1[C:11]2[C:6](=[CH:7][CH:8]=[CH:9][CH:10]=2)[NH:5][CH:4]=[C:3]1[C:12]([O:14][CH2:15][CH3:16])=[O:13].[CH3:17][O:18][C:19]1[CH:26]=[CH:25][C:22]([CH2:23]Cl)=[CH:21][CH:20]=1.O. (2) Given the product [F:24][C:22]([C:21]1[N:17]([C:6]2[CH:5]=[C:4]([CH:9]=[C:8]([C:10]3[CH:15]=[CH:14][C:13]([CH3:16])=[CH:12][N:11]=3)[CH:7]=2)[C:3]([OH:26])=[O:2])[N:18]=[N:19][N:20]=1)([F:25])[CH3:23], predict the reactants needed to synthesize it. The reactants are: C[O:2][C:3](=[O:26])[C:4]1[CH:9]=[C:8]([C:10]2[CH:15]=[CH:14][C:13]([CH3:16])=[CH:12][N:11]=2)[CH:7]=[C:6]([N:17]2[C:21]([C:22]([F:25])([F:24])[CH3:23])=[N:20][N:19]=[N:18]2)[CH:5]=1.CO.[OH-].[Na+]. (3) Given the product [CH2:17]([O:20][C:2]([NH:1][C@@H:4]([CH2:10][CH2:11][CH2:12][CH2:13][NH:14][C:15]([O:33][CH2:21][C:22]#[CH:23])=[O:16])[C:5]([O:7][CH2:8][CH3:9])=[O:6])=[O:3])[C:18]#[CH:19], predict the reactants needed to synthesize it. The reactants are: [N:1]([CH:4]([CH2:10][CH2:11][CH2:12][CH2:13][N:14]=[C:15]=[O:16])[C:5]([O:7][CH2:8][CH3:9])=[O:6])=[C:2]=[O:3].[CH2:17]([OH:20])[C:18]#[CH:19].[C:21]([O-])(=[O:33])[CH2:22][CH2:23]CCCCCCCCC.[C:21]([O-])(=[O:33])[CH2:22][CH2:23]CCCCCCCCC.C([Sn+2]CCCC)CCC.[O-2].[Al+3].[O-2].[O-2].[Al+3].